Dataset: Full USPTO retrosynthesis dataset with 1.9M reactions from patents (1976-2016). Task: Predict the reactants needed to synthesize the given product. (1) Given the product [Cl:55][C:53]1[CH:52]=[CH:51][C:50]([O:56][CH2:57][C:58]([N:60]2[CH2:65][C@H:64]([CH3:66])[N:63]([CH2:67][C:68]3[CH:69]=[CH:70][C:71]([F:74])=[CH:72][CH:73]=3)[CH2:62][C@H:61]2[CH3:75])=[O:59])=[C:49]([CH:54]=1)[CH2:48][P:43](=[O:42])([OH:47])[OH:44], predict the reactants needed to synthesize it. The reactants are: ClC1C=CC(OCC(N2C[C@H](C)N(CC3C=CC(F)=CC=3)C[C@H]2C)=O)=C(CCl)C=1.C(OP(OCC)OCC)C.C([O:42][P:43]([CH2:48][C:49]1[CH:54]=[C:53]([Cl:55])[CH:52]=[CH:51][C:50]=1[O:56][CH2:57][C:58]([N:60]1[CH2:65][C@H:64]([CH3:66])[N:63]([CH2:67][C:68]2[CH:73]=[CH:72][C:71]([F:74])=[CH:70][CH:69]=2)[CH2:62][C@H:61]1[CH3:75])=[O:59])(=[O:47])[O:44]CC)C.C1(OC)C=CC=CC=1.C[Si](Br)(C)C. (2) Given the product [Cl:1][C:2]1[CH:25]=[C:24]([N:26]2[CH2:30][CH2:29][CH2:28][CH2:27]2)[CH:23]=[CH:22][C:3]=1[C:4]([N:6]1[C:12]2[CH:13]=[CH:14][CH:15]=[CH:16][C:11]=2[CH2:10][N:9]([CH2:17][C:18]2[O:19][N:35]=[C:33]([CH3:34])[N:20]=2)[C:8](=[O:21])[CH2:7]1)=[O:5], predict the reactants needed to synthesize it. The reactants are: [Cl:1][C:2]1[CH:25]=[C:24]([N:26]2[CH2:30][CH2:29][CH2:28][CH2:27]2)[CH:23]=[CH:22][C:3]=1[C:4]([N:6]1[C:12]2[CH:13]=[CH:14][CH:15]=[CH:16][C:11]=2[CH2:10][N:9]([CH2:17][C:18]([NH2:20])=[O:19])[C:8](=[O:21])[CH2:7]1)=[O:5].CO[C:33](OC)([N:35](C)C)[CH3:34]. (3) Given the product [O:14]([CH2:13][C:11]([C:22](=[O:26])[CH:23]([CH3:25])[OH:24])([OH:12])[C:10]([OH:27])=[O:9])[Si:15]([C:18]([CH3:21])([CH3:20])[CH3:19])([CH3:17])[CH3:16], predict the reactants needed to synthesize it. The reactants are: O([O:9][C:10](=[O:27])[C:11]([C:22](=[O:26])[CH:23]([CH3:25])[OH:24])([CH2:13][O:14][Si:15]([C:18]([CH3:21])([CH3:20])[CH3:19])([CH3:17])[CH3:16])[OH:12])[Si](C(C)(C)C)(C)C.C(=O)([O-])[O-].[K+].[K+]. (4) Given the product [C:1]([C:3]1[C:12]([CH2:13][C:14]2[CH:19]=[CH:18][C:17]([N:20]3[CH:24]=[CH:23][CH:22]=[N:21]3)=[CH:16][CH:15]=2)=[CH:11][C:6]([C:7]([O:9][CH3:10])=[O:8])=[C:5]([O:25][S:36]([C:39]([F:42])([F:41])[F:40])(=[O:38])=[O:37])[C:4]=1[CH3:26])#[N:2], predict the reactants needed to synthesize it. The reactants are: [C:1]([C:3]1[C:12]([CH2:13][C:14]2[CH:19]=[CH:18][C:17]([N:20]3[CH:24]=[CH:23][CH:22]=[N:21]3)=[CH:16][CH:15]=2)=[CH:11][C:6]([C:7]([O:9][CH3:10])=[O:8])=[C:5]([OH:25])[C:4]=1[CH3:26])#[N:2].[H-].[Na+].C1C=CC(N([S:36]([C:39]([F:42])([F:41])[F:40])(=[O:38])=[O:37])[S:36]([C:39]([F:42])([F:41])[F:40])(=[O:38])=[O:37])=CC=1.[Cl-].[NH4+].